This data is from Full USPTO retrosynthesis dataset with 1.9M reactions from patents (1976-2016). The task is: Predict the reactants needed to synthesize the given product. (1) Given the product [O:10]1[CH2:14][CH2:13][CH2:12][O:11][B:9]1[C:4]1[CH:5]=[CH:6][CH:7]=[CH:8][C:3]=1[C:1]#[N:2], predict the reactants needed to synthesize it. The reactants are: [C:1]([C:3]1[CH:8]=[CH:7][CH:6]=[CH:5][C:4]=1[B:9]([OH:11])[OH:10])#[N:2].[CH2:12](O)[CH2:13][CH2:14]O. (2) Given the product [C:1]([C:5]1[CH:23]=[C:8]2[N:9]=[C:10]([CH3:22])[C:11]([CH:14]([CH2:19][CH2:20][CH3:21])[C:15]([O:17][CH3:18])=[O:16])=[C:12]([C:29]3[CH:28]=[C:27]4[C:32](=[CH:31][CH:30]=3)[NH:24][CH:25]=[CH:26]4)[N:7]2[N:6]=1)([CH3:4])([CH3:3])[CH3:2], predict the reactants needed to synthesize it. The reactants are: [C:1]([C:5]1[CH:23]=[C:8]2[N:9]=[C:10]([CH3:22])[C:11]([CH:14]([CH2:19][CH2:20][CH3:21])[C:15]([O:17][CH3:18])=[O:16])=[C:12](Cl)[N:7]2[N:6]=1)([CH3:4])([CH3:3])[CH3:2].[NH:24]1[C:32]2[C:27](=[CH:28][C:29](B(O)O)=[CH:30][CH:31]=2)[CH:26]=[CH:25]1.C(N(C(C)C)CC)(C)C. (3) Given the product [CH3:9][C:10]1[CH:11]=[C:12]([CH:13]2[N:14]([CH3:15])[C:3](=[O:2])[C:4](=[CH2:5])[CH2:6]2)[CH:16]=[CH:17][C:18]=1[CH3:19], predict the reactants needed to synthesize it. The reactants are: C[O:2][C:3](=O)[C:4]([CH2:6]Br)=[CH2:5].[CH3:9][C:10]1[CH:11]=[C:12]([CH:16]=[CH:17][C:18]=1[CH3:19])[CH:13]=[N:14][CH3:15].[NH4+].[Cl-]. (4) Given the product [Cl:18][C:15]1[CH:16]=[CH:17][C:12]([S:9]([N:8]([C:7]2[C:2]([CH:35]=[O:36])=[N:3][CH:4]=[C:5]([Cl:26])[CH:6]=2)[CH2:23][O:24][CH3:25])(=[O:11])=[O:10])=[CH:13][C:14]=1[C:19]([F:22])([F:21])[F:20], predict the reactants needed to synthesize it. The reactants are: Br[C:2]1[C:7]([N:8]([CH2:23][O:24][CH3:25])[S:9]([C:12]2[CH:17]=[CH:16][C:15]([Cl:18])=[C:14]([C:19]([F:22])([F:21])[F:20])[CH:13]=2)(=[O:11])=[O:10])=[CH:6][C:5]([Cl:26])=[CH:4][N:3]=1.C([Mg]Cl)(C)C.CN([CH:35]=[O:36])C. (5) Given the product [CH3:1][O:2][C:3]([C:5]1[S:6][C:7]([C:11]2[CH:16]=[CH:15][CH:14]=[CH:13][CH:12]=2)=[CH:8][C:9]=1[NH:10][C:17]1[CH:22]=[CH:21][CH:20]=[CH:19][CH:18]=1)=[O:4], predict the reactants needed to synthesize it. The reactants are: [CH3:1][O:2][C:3]([C:5]1[S:6][C:7]([C:11]2[CH:16]=[CH:15][CH:14]=[CH:13][CH:12]=2)=[CH:8][C:9]=1[NH2:10])=[O:4].[C:17]1(B(O)O)[CH:22]=[CH:21][CH:20]=[CH:19][CH:18]=1.N1C=CC=CC=1.